This data is from Full USPTO retrosynthesis dataset with 1.9M reactions from patents (1976-2016). The task is: Predict the reactants needed to synthesize the given product. (1) The reactants are: [CH2:1]([C:8]1[S:9][C:10]2[CH:16]=[CH:15][C:14]([C:17]3[CH:18]=[C:19]([CH:27]4[CH2:32][CH2:31][NH:30][CH2:29][CH2:28]4)[N:20]4[C:25]=3[C:24]([NH2:26])=[N:23][CH:22]=[N:21]4)=[CH:13][C:11]=2[N:12]=1)[C:2]1[CH:7]=[CH:6][CH:5]=[CH:4][CH:3]=1.[CH3:33][S:34](Cl)(=[O:36])=[O:35]. Given the product [CH2:1]([C:8]1[S:9][C:10]2[CH:16]=[CH:15][C:14]([C:17]3[CH:18]=[C:19]([CH:27]4[CH2:32][CH2:31][N:30]([S:34]([CH3:33])(=[O:36])=[O:35])[CH2:29][CH2:28]4)[N:20]4[C:25]=3[C:24]([NH2:26])=[N:23][CH:22]=[N:21]4)=[CH:13][C:11]=2[N:12]=1)[C:2]1[CH:3]=[CH:4][CH:5]=[CH:6][CH:7]=1, predict the reactants needed to synthesize it. (2) Given the product [OH:37][CH2:36][C:35]([NH:34][S:31]([C:27]1[CH:26]=[C:25]([NH:24][C:21]([C:20]2[CH:19]=[N:18][N:11]3[C:12]([C:14]([F:16])([F:15])[F:17])=[CH:13][C:8]([C:5]4[CH:6]=[CH:7][C:2]([Cl:1])=[CH:3][CH:4]=4)=[N:9][C:10]=23)=[O:23])[CH:30]=[CH:29][CH:28]=1)(=[O:33])=[O:32])([CH3:39])[CH3:38], predict the reactants needed to synthesize it. The reactants are: [Cl:1][C:2]1[CH:7]=[CH:6][C:5]([C:8]2[CH:13]=[C:12]([C:14]([F:17])([F:16])[F:15])[N:11]3[N:18]=[CH:19][C:20]([C:21]([OH:23])=O)=[C:10]3[N:9]=2)=[CH:4][CH:3]=1.[NH2:24][C:25]1[CH:26]=[C:27]([S:31]([NH:34][C:35]([CH3:39])([CH3:38])[CH2:36][OH:37])(=[O:33])=[O:32])[CH:28]=[CH:29][CH:30]=1. (3) Given the product [Cl:11][C:9]1[NH:8][C:4]2[N:5]=[CH:6][N:7]=[C:2]([NH:25][C:17]3[CH:18]=[C:19]4[C:23](=[CH:24][C:16]=3[O:15][CH:12]([CH3:14])[CH3:13])[NH:22][N:21]=[CH:20]4)[C:3]=2[CH:10]=1, predict the reactants needed to synthesize it. The reactants are: Cl[C:2]1[C:3]2[CH:10]=[C:9]([Cl:11])[NH:8][C:4]=2[N:5]=[CH:6][N:7]=1.[CH:12]([O:15][C:16]1[CH:24]=[C:23]2[C:19]([CH:20]=[N:21][NH:22]2)=[CH:18][C:17]=1[NH2:25])([CH3:14])[CH3:13]. (4) Given the product [Cl:12][C:13]1[C:14]([C:19]([NH:1][C:2]2[CH:7]=[CH:6][C:5]([C:8]([F:9])([F:11])[F:10])=[CH:4][N:3]=2)=[O:20])=[N:15][CH:16]=[CH:17][CH:18]=1, predict the reactants needed to synthesize it. The reactants are: [NH2:1][C:2]1[CH:7]=[CH:6][C:5]([C:8]([F:11])([F:10])[F:9])=[CH:4][N:3]=1.[Cl:12][C:13]1[C:14]([C:19](O)=[O:20])=[N:15][CH:16]=[CH:17][CH:18]=1.CCN=C=NCCCN(C)C.Cl.C1C=CC2N(O)N=NC=2C=1.C(=O)(O)[O-].[Na+]. (5) Given the product [CH3:15][C:16]1[CH:17]=[CH:18][CH:19]=[CH:20][C:21]=1[O:22][C@@H:23]([C:28]1[CH:33]=[CH:32][CH:31]=[CH:30][CH:29]=1)[CH2:24][CH2:25][NH:26][CH3:27].[ClH:34], predict the reactants needed to synthesize it. The reactants are: C(O)(=O)[C@H](C1C=CC=CC=1)O.O.[OH-].[Na+].[CH3:15][C:16]1[CH:17]=[CH:18][CH:19]=[CH:20][C:21]=1[O:22][C@@H:23]([C:28]1[CH:29]=[CH:30][CH:31]=[CH:32][CH:33]=1)[CH2:24][CH2:25][NH:26][CH3:27].[ClH:34].C([O-])(=O)C.C(O)(=O)C. (6) Given the product [NH2:13][C:8]1[C:7]2[C:11](=[CH:12][C:4]([F:3])=[CH:5][C:6]=2[O:14][CH3:15])[N:10]([CH2:17][C:18]2[CH:19]=[C:20]([CH:23]=[CH:24][CH:25]=2)[C:21]#[N:22])[N:9]=1, predict the reactants needed to synthesize it. The reactants are: [OH-].[K+].[F:3][C:4]1[CH:12]=[C:11]2[C:7]([C:8]([NH2:13])=[N:9][NH:10]2)=[C:6]([O:14][CH3:15])[CH:5]=1.Cl[CH2:17][C:18]1[CH:19]=[C:20]([CH:23]=[CH:24][CH:25]=1)[C:21]#[N:22].Cl. (7) Given the product [O:1]1[CH2:6][CH2:5][N:4]([C:12]2[CH:19]=[CH:18][C:15]([C:16]#[N:17])=[CH:14][C:13]=2[O:20][CH3:21])[C:3]2[CH:7]=[CH:8][CH:9]=[CH:10][C:2]1=2, predict the reactants needed to synthesize it. The reactants are: [O:1]1[CH2:6][CH2:5][NH:4][C:3]2[CH:7]=[CH:8][CH:9]=[CH:10][C:2]1=2.Br[C:12]1[CH:19]=[CH:18][C:15]([C:16]#[N:17])=[CH:14][C:13]=1[O:20][CH3:21].CC1(C)C2C(=C(P(C3C=CC=CC=3)C3C=CC=CC=3)C=CC=2)OC2C(P(C3C=CC=CC=3)C3C=CC=CC=3)=CC=CC1=2.CC(C)([O-])C.[Na+]. (8) Given the product [Cl:10][C:11]1[CH:12]=[CH:13][C:14]([C:17]2([C:19]3[CH:32]=[CH:31][C:22]([NH:23][C:24](=[O:30])[O:25][C:26]([CH3:29])([CH3:27])[CH3:28])=[C:21]([CH3:33])[CH:20]=3)[O:9][N:8]=[C:6]([CH3:7])[CH2:18]2)=[CH:15][CH:16]=1, predict the reactants needed to synthesize it. The reactants are: CN(C)C=O.[CH:6](=[N:8][OH:9])[CH3:7].[Cl:10][C:11]1[CH:16]=[CH:15][C:14]([C:17]([C:19]2[CH:32]=[CH:31][C:22]([NH:23][C:24](=[O:30])[O:25][C:26]([CH3:29])([CH3:28])[CH3:27])=[C:21]([CH3:33])[CH:20]=2)=[CH2:18])=[CH:13][CH:12]=1.C(N(CC)CC)C. (9) The reactants are: [CH3:1][C:2]1[O:3][CH:4]=[C:5]([CH3:9])[C:6]=1CO.S([O-])([O-])=O.[Na+].[Na+].[NH2:16][C:17]1[C:25]2[N:24]=[C:23]([CH3:26])[N:22]([CH3:27])[C:21]=2[CH:20]=[C:19]([Br:28])[CH:18]=1.[C:29]([BH3-])#N.[Na+].C(=O)([O-])O.[Na+]. Given the product [Br:28][C:19]1[CH:18]=[C:17]([N:16]([C:6]2[C:5]([CH3:9])=[CH:4][O:3][C:2]=2[CH3:1])[CH3:29])[C:25]2[N:24]=[C:23]([CH3:26])[N:22]([CH3:27])[C:21]=2[CH:20]=1, predict the reactants needed to synthesize it. (10) Given the product [NH:26]1[CH:25]=[C:24]([C:20]2[CH:19]=[C:18]3[C:23](=[CH:22][CH:21]=2)[N:15]([CH2:14][CH:11]2[CH2:12][CH2:13][N:9]([C:7]([C:1]4[CH:6]=[CH:5][CH:4]=[CH:3][CH:2]=4)=[O:8])[CH2:10]2)[CH2:16][CH2:17]3)[CH:28]=[N:27]1, predict the reactants needed to synthesize it. The reactants are: [C:1]1([C:7]([N:9]2[CH2:13][CH2:12][CH:11]([CH2:14][N:15]3[C:23]4[C:18](=[CH:19][C:20]([C:24]5[CH:25]=[N:26][N:27](C6CCCCO6)[CH:28]=5)=[CH:21][CH:22]=4)[CH:17]=[CH:16]3)[CH2:10]2)=[O:8])[CH:6]=[CH:5][CH:4]=[CH:3][CH:2]=1.Cl.CO.ClCCl.